Dataset: Forward reaction prediction with 1.9M reactions from USPTO patents (1976-2016). Task: Predict the product of the given reaction. Given the reactants Cl[C:2]1[N:7]=[C:6]([NH:8][CH2:9][C:10]2[CH:11]=[CH:12][C:13]([O:18][C:19]3[CH:24]=[CH:23][C:22]([Cl:25])=[C:21]([C:26]([F:29])([F:28])[F:27])[CH:20]=3)=[C:14]([CH:17]=2)[C:15]#[N:16])[CH:5]=[CH:4][N:3]=1.C1N2CCN(CC2)C1.C(=O)([O-])[O-:39].[K+].[K+].O1CCOCC1, predict the reaction product. The product is: [Cl:25][C:22]1[CH:23]=[CH:24][C:19]([O:18][C:13]2[CH:12]=[CH:11][C:10]([CH2:9][NH:8][C:6]3[CH:5]=[CH:4][NH:3][C:2](=[O:39])[N:7]=3)=[CH:17][C:14]=2[C:15]#[N:16])=[CH:20][C:21]=1[C:26]([F:29])([F:28])[F:27].